From a dataset of Peptide-MHC class II binding affinity with 134,281 pairs from IEDB. Regression. Given a peptide amino acid sequence and an MHC pseudo amino acid sequence, predict their binding affinity value. This is MHC class II binding data. The binding affinity (normalized) is 0.791. The peptide sequence is GELQIVDKIDIAFKI. The MHC is DRB1_1302 with pseudo-sequence DRB1_1302.